From a dataset of Catalyst prediction with 721,799 reactions and 888 catalyst types from USPTO. Predict which catalyst facilitates the given reaction. Reactant: [C:1]1([C:3](=[CH:5][CH:6]=[CH:7][CH:8]=1)[OH:4])[OH:2].[O-]CCCC.[Sn+4:14].[O-]CCCC.[O-]CCCC.[O-]CCCC. Product: [C:1]1([C:3](=[CH:5][CH:6]=[CH:7][CH:8]=1)[O-:4])[O-:2].[Sn+4:14].[C:1]1([C:3](=[CH:5][CH:6]=[CH:7][CH:8]=1)[O-:4])[O-:2]. The catalyst class is: 11.